From a dataset of Reaction yield outcomes from USPTO patents with 853,638 reactions. Predict the reaction yield, written as a fraction of the theoretical maximum amount of product (1.0 means a 100% yield; for example, 0.34 means a 34% yield). (1) The catalyst is CO. The product is [Cl:1][C:2]1[N:3]=[C:4]([C:9]([O:11][CH3:12])=[O:10])[CH:5]=[C:6]([N:17]2[CH2:18][CH2:19][C:14]([OH:20])([CH3:13])[CH2:15][CH2:16]2)[N:7]=1. The reactants are [Cl:1][C:2]1[N:7]=[C:6](Cl)[CH:5]=[C:4]([C:9]([O:11][CH3:12])=[O:10])[N:3]=1.[CH3:13][C:14]1([OH:20])[CH2:19][CH2:18][NH:17][CH2:16][CH2:15]1.C(=O)([O-])[O-].[Na+].[Na+]. The yield is 0.720. (2) The product is [Cl:11][C:10]1[N:9]([CH2:12][CH2:13][O:14][CH3:15])[N:8]=[CH:7][C:6]=1[C:4]([OH:5])=[O:3]. The catalyst is CO.O. The reactants are C([O:3][C:4]([C:6]1[CH:7]=[N:8][N:9]([CH2:12][CH2:13][O:14][CH3:15])[C:10]=1[Cl:11])=[O:5])C.[OH-].[Li+]. The yield is 0.310. (3) The reactants are Br[C:2]1[C:3]2[CH2:12][CH2:11][CH2:10][C:4]=2[C:5](=[O:9])[N:6]([CH3:8])[CH:7]=1.[CH:13]1([CH2:16][O:17][C:18]2[CH:23]=[CH:22][C:21]([S:24]([CH3:27])(=[O:26])=[O:25])=[CH:20][C:19]=2B2OC(C)(C)C(C)(C)O2)[CH2:15][CH2:14]1.C([O-])([O-])=O.[K+].[K+].CC(=O)OCC. The catalyst is O1CCOCC1.O.C1C=CC(P(C2C=CC=CC=2)[C-]2C=CC=C2)=CC=1.C1C=CC(P(C2C=CC=CC=2)[C-]2C=CC=C2)=CC=1.Cl[Pd]Cl.[Fe+2].C(Cl)Cl.CO. The product is [CH:13]1([CH2:16][O:17][C:18]2[CH:23]=[CH:22][C:21]([S:24]([CH3:27])(=[O:26])=[O:25])=[CH:20][C:19]=2[C:2]2[C:3]3[CH2:12][CH2:11][CH2:10][C:4]=3[C:5](=[O:9])[N:6]([CH3:8])[CH:7]=2)[CH2:14][CH2:15]1. The yield is 0.480. (4) The reactants are C[O:2][C:3]([C:5]1[CH:6]=[C:7]([NH:11][C:12]2[N:17]=[C:16]([NH:18][C:19]3[CH:24]=[CH:23][CH:22]=[C:21]([C:25]([O:27]C)=[O:26])[CH:20]=3)[C:15]([F:29])=[CH:14][N:13]=2)[CH:8]=[CH:9][CH:10]=1)=[O:4].[OH-].[Na+]. The catalyst is C1COCC1.O.C(OCC)(=O)C. The product is [C:3]([C:5]1[CH:6]=[C:7]([NH:11][C:12]2[N:17]=[C:16]([NH:18][C:19]3[CH:24]=[CH:23][CH:22]=[C:21]([C:25]([OH:27])=[O:26])[CH:20]=3)[C:15]([F:29])=[CH:14][N:13]=2)[CH:8]=[CH:9][CH:10]=1)([OH:4])=[O:2]. The yield is 0.580. (5) The reactants are [NH2:1][C:2]1[CH:3]=[C:4]([CH:21]=[CH:22][CH:23]=1)[O:5][C:6]1[CH:7]=[CH:8][C:9]2[N:10]([CH:12]=[C:13]([NH:15][C:16]([CH:18]3[CH2:20][CH2:19]3)=[O:17])[N:14]=2)[N:11]=1.[C:24]([C:26]([C:29]1[CH:30]=[C:31]([CH:35]=[CH:36][CH:37]=1)[C:32](O)=[O:33])([CH3:28])[CH3:27])#[N:25].Cl.CN(C)CCCN=C=NCC.ON1C2C=CC=CC=2N=N1. The catalyst is CN(C)C=O. The product is [C:24]([C:26]([C:29]1[CH:30]=[C:31]([CH:35]=[CH:36][CH:37]=1)[C:32]([NH:1][C:2]1[CH:23]=[CH:22][CH:21]=[C:4]([O:5][C:6]2[CH:7]=[CH:8][C:9]3[N:10]([CH:12]=[C:13]([NH:15][C:16]([CH:18]4[CH2:20][CH2:19]4)=[O:17])[N:14]=3)[N:11]=2)[CH:3]=1)=[O:33])([CH3:28])[CH3:27])#[N:25]. The yield is 0.770.